This data is from Full USPTO retrosynthesis dataset with 1.9M reactions from patents (1976-2016). The task is: Predict the reactants needed to synthesize the given product. (1) The reactants are: [CH3:1][O:2][C:3]1[CH:20]=[CH:19][C:6]2[NH:7][C:8](=[O:18])[N:9]([CH:12]3[CH2:17][CH2:16][NH:15][CH2:14][CH2:13]3)[CH2:10][CH2:11][C:5]=2[CH:4]=1.Br[C:22]1[CH:23]=[C:24]([CH:39]=[CH:40][C:41]=1[F:42])[C:25]([C:27]1[CH:37]=[C:36]([CH3:38])[C:30]2[N:31]([CH3:35])[C:32](=[O:34])[O:33][C:29]=2[CH:28]=1)=[O:26].C(=O)([O-])[O-].[Cs+].[Cs+].C1C=CC(P(C2C(C3C(P(C4C=CC=CC=4)C4C=CC=CC=4)=CC=C4C=3C=CC=C4)=C3C(C=CC=C3)=CC=2)C2C=CC=CC=2)=CC=1. Given the product [CH3:35][N:31]1[C:30]2[C:36]([CH3:38])=[CH:37][C:27]([C:25]([C:24]3[CH:23]=[CH:22][C:41]([F:42])=[C:40]([N:15]4[CH2:14][CH2:13][CH:12]([N:9]5[CH2:10][CH2:11][C:5]6[CH:4]=[C:3]([O:2][CH3:1])[CH:20]=[CH:19][C:6]=6[NH:7][C:8]5=[O:18])[CH2:17][CH2:16]4)[CH:39]=3)=[O:26])=[CH:28][C:29]=2[O:33][C:32]1=[O:34], predict the reactants needed to synthesize it. (2) Given the product [F:1][C:2]1[CH:18]=[CH:17][C:5]2[N:6]=[C:7]([NH:9][C@H:10]3[CH2:14][CH2:13][CH2:12][C@@H:11]3[N:15]([CH3:16])[C:30](=[O:31])[C:29]3[C:28]([O:27][CH3:26])=[CH:36][CH:35]=[CH:34][C:33]=3[O:37][CH3:38])[S:8][C:4]=2[CH:3]=1, predict the reactants needed to synthesize it. The reactants are: [F:1][C:2]1[CH:18]=[CH:17][C:5]2[N:6]=[C:7]([NH:9][C@H:10]3[CH2:14][CH2:13][CH2:12][C@@H:11]3[NH:15][CH3:16])[S:8][C:4]=2[CH:3]=1.C(N(CC)CC)C.[CH3:26][O:27][C:28]1[CH:36]=[CH:35][CH:34]=[C:33]([O:37][CH3:38])[C:29]=1[C:30](Cl)=[O:31]. (3) Given the product [F:10][C:9]([F:12])([F:11])[O:8][C:3]1[CH:4]=[CH:5][CH:6]=[CH:7][C:2]=1[C:14]1[CH:19]=[CH:18][N:17]=[CH:16][CH:15]=1, predict the reactants needed to synthesize it. The reactants are: Br[C:2]1[CH:7]=[CH:6][CH:5]=[CH:4][C:3]=1[O:8][C:9]([F:12])([F:11])[F:10].B(O)(O)[C:14]1[CH:19]=[CH:18][N:17]=[CH:16][CH:15]=1.C([O-])([O-])=O.[Na+].[Na+].C(Cl)Cl.CO.